This data is from Reaction yield outcomes from USPTO patents with 853,638 reactions. The task is: Predict the reaction yield, written as a fraction of the theoretical maximum amount of product (1.0 means a 100% yield; for example, 0.34 means a 34% yield). (1) The reactants are [C:1]([O:5][C:6]([NH:8][C@H:9]1[CH2:14][C@@H:13]([F:15])[CH2:12][N:11](C(OCC2C=CC=CC=2)=O)[CH2:10]1)=[O:7])([CH3:4])([CH3:3])[CH3:2]. The catalyst is [Pd].CCO. The product is [F:15][C@H:13]1[CH2:12][NH:11][CH2:10][C@@H:9]([NH:8][C:6](=[O:7])[O:5][C:1]([CH3:3])([CH3:2])[CH3:4])[CH2:14]1. The yield is 1.00. (2) The reactants are [K+].[Cl:2][C:3]1[N:7]([CH2:8][O:9][CH2:10][CH2:11][Si:12]([CH3:15])([CH3:14])[CH3:13])[N:6]=[C:5]([C:16]([O-:18])=O)[N:4]=1.CC[N:21]([CH:25]([CH3:27])C)[CH:22]([CH3:24])C.FC(F)(F)[C:30]([OH:32])=[O:31].[C:35]1([C:41]2[CH:46]=[C:45]([CH:47]3CCNCC3)[CH:44]=[CH:43][C:42]=2[NH:53]C(C2NC=C(C#N)N=2)=O)[CH2:40][CH2:39][CH2:38][CH2:37][CH:36]=1.C1CN([P+](Br)(N2[CH2:78][CH2:77][CH2:76]C2)N2CCCC2)CC1.F[P-](F)(F)(F)(F)F.[CH2:87](Cl)Cl. No catalyst specified. The product is [C:77]([O:32][C:30]([N:21]1[CH2:22][CH2:24][CH:47]([C:45]2[CH:44]=[CH:43][C:42]([NH:53][C:16]([C:5]3[N:4]=[C:3]([Cl:2])[N:7]([CH2:8][O:9][CH2:10][CH2:11][Si:12]([CH3:13])([CH3:14])[CH3:15])[N:6]=3)=[O:18])=[C:41]([C:35]3[CH2:40][CH2:39][CH2:38][CH2:37][CH:36]=3)[CH:46]=2)[CH2:27][CH2:25]1)=[O:31])([CH3:76])([CH3:78])[CH3:87]. The yield is 0.850. (3) The reactants are [Cl:1][C:2]1[S:3][C:4]([CH2:7][N:8]2[C:13](=[O:14])[C:12]([C:15]3[NH:20][C:19]4[CH:21]=[CH:22][C:23]([O:25][Si](C(C)C)(C(C)C)C(C)C)=[CH:24][C:18]=4[S:17](=[O:37])(=[O:36])[N:16]=3)=[C:11]([OH:38])[C:10]3[S:39][CH:40]=[CH:41][C:9]2=3)=[CH:5][N:6]=1.[F-].C([N+](CCCC)(CCCC)CCCC)CCC.Cl. The catalyst is O1CCCC1.O. The product is [Cl:1][C:2]1[S:3][C:4]([CH2:7][N:8]2[C:13](=[O:14])[C:12]([C:15]3[NH:20][C:19]4[CH:21]=[CH:22][C:23]([OH:25])=[CH:24][C:18]=4[S:17](=[O:36])(=[O:37])[N:16]=3)=[C:11]([OH:38])[C:10]3[S:39][CH:40]=[CH:41][C:9]2=3)=[CH:5][N:6]=1. The yield is 0.840. (4) The reactants are [CH3:1][N:2]1[CH2:6][C:5]([C:7]2[CH:12]=[CH:11][N:10]=[CH:9][CH:8]=2)=[C:4]([C:13]2[CH:18]=[CH:17][C:16]([O:19][CH2:20][C:21]3[CH:30]=[CH:29][C:28]4[C:23](=[CH:24][CH:25]=[CH:26][CH:27]=4)[N:22]=3)=[CH:15][CH:14]=2)[C:3]1=[O:31].C1CCN2C(=NCCC2)CC1.[O:43]=O. No catalyst specified. The product is [CH3:1][N:2]1[C:3](=[O:31])[C:4]([C:13]2[CH:14]=[CH:15][C:16]([O:19][CH2:20][C:21]3[CH:30]=[CH:29][C:28]4[C:23](=[CH:24][CH:25]=[CH:26][CH:27]=4)[N:22]=3)=[CH:17][CH:18]=2)=[C:5]([C:7]2[CH:8]=[CH:9][N:10]=[CH:11][CH:12]=2)[C:6]1=[O:43]. The yield is 0.480. (5) The reactants are [CH2:1]([O:8][C:9]1[C:16]([O:17][CH2:18][C:19]2[CH:24]=[CH:23][CH:22]=[CH:21][CH:20]=2)=[CH:15][C:12]([CH:13]=[O:14])=[C:11]([F:25])[CH:10]=1)[C:2]1[CH:7]=[CH:6][CH:5]=[CH:4][CH:3]=1.CC(C)=[O:28].OS(O)(=O)=O.O=[Cr](=O)=O.C(O)CC. The catalyst is CC(C)=O. The product is [CH2:1]([O:8][C:9]1[C:16]([O:17][CH2:18][C:19]2[CH:24]=[CH:23][CH:22]=[CH:21][CH:20]=2)=[CH:15][C:12]([C:13]([OH:28])=[O:14])=[C:11]([F:25])[CH:10]=1)[C:2]1[CH:3]=[CH:4][CH:5]=[CH:6][CH:7]=1. The yield is 0.810. (6) The reactants are [Br:1][C:2]1[C:3](=O)[NH:4][C:5](=[O:24])[N:6]([CH:23]=1)[C@@H:7]1[O:19][C@H:13]([CH:14]([C:16](=[O:18])[CH3:17])[OH:15])[C@@:11]([C:20](=[O:22])[CH3:21])([OH:12])[C@H:8]1[O:9][CH3:10].C1(P(C2C=CC=CC=2)C2C=CC=CC=2)C=CC=CC=1.[NH2:45][C:46]1[CH:51]=[CH:50][CH:49]=[CH:48][C:47]=1[OH:52].C1CCN2C(=NCCC2)CC1. The catalyst is ClCCl.C(Cl)(Cl)(Cl)Cl. The product is [Br:1][C:2]1[C:3]([NH:45][C:46]2[CH:51]=[CH:50][CH:49]=[CH:48][C:47]=2[OH:52])=[N:4][C:5](=[O:24])[N:6]([CH:23]=1)[C@@H:7]1[O:19][C@H:13]([CH:14]([C:16](=[O:18])[CH3:17])[OH:15])[C@@:11]([C:20](=[O:22])[CH3:21])([OH:12])[C@H:8]1[O:9][CH3:10]. The yield is 0.710. (7) The reactants are [Cl-].O[NH3+:3].[C:4](=[O:7])([O-])[OH:5].[Na+].CS(C)=O.[CH2:13]([C:17]1[N:18]=[C:19]([CH3:51])[N:20]([CH2:39][C:40]2[N:41]=[C:42]([C:45]3[CH:50]=[CH:49][CH:48]=[CH:47][N:46]=3)[S:43][CH:44]=2)[C:21](=[O:38])[C:22]=1[CH2:23][C:24]1[CH:29]=[CH:28][C:27]([C:30]2[C:31]([C:36]#[N:37])=[CH:32][CH:33]=[CH:34][CH:35]=2)=[CH:26][CH:25]=1)[CH2:14][CH2:15][CH3:16]. The catalyst is C(OCC)(=O)C. The yield is 0.490. The product is [CH2:13]([C:17]1[N:18]=[C:19]([CH3:51])[N:20]([CH2:39][C:40]2[N:41]=[C:42]([C:45]3[CH:50]=[CH:49][CH:48]=[CH:47][N:46]=3)[S:43][CH:44]=2)[C:21](=[O:38])[C:22]=1[CH2:23][C:24]1[CH:29]=[CH:28][C:27]([C:30]2[CH:35]=[CH:34][CH:33]=[CH:32][C:31]=2[C:36]2[NH:3][C:4](=[O:7])[O:5][N:37]=2)=[CH:26][CH:25]=1)[CH2:14][CH2:15][CH3:16]. (8) The reactants are [CH3:1][C:2]1([CH3:25])[CH2:6][C:5]2([CH2:11][CH2:10][C:9]([C:12]3[C:16]([CH:17]=O)=[CH:15][N:14]([CH:19]4[CH2:24][CH2:23][CH2:22][CH2:21][O:20]4)[N:13]=3)=[CH:8][CH2:7]2)[O:4][CH2:3]1.[CH3:26][N:27]([CH2:35][CH2:36][NH:37][CH3:38])[C:28](=[O:34])[O:29][C:30]([CH3:33])([CH3:32])[CH3:31].[BH-](OC(C)=O)(OC(C)=O)OC(C)=O.[Na+]. The catalyst is C(Cl)CCl. The product is [CH3:1][C:2]1([CH3:25])[CH2:6][C:5]2([CH2:11][CH2:10][C:9]([C:12]3[C:16]([CH2:17][N:37]([CH3:38])[CH2:36][CH2:35][N:27]([CH3:26])[C:28](=[O:34])[O:29][C:30]([CH3:31])([CH3:32])[CH3:33])=[CH:15][N:14]([CH:19]4[CH2:24][CH2:23][CH2:22][CH2:21][O:20]4)[N:13]=3)=[CH:8][CH2:7]2)[O:4][CH2:3]1. The yield is 0.760. (9) The reactants are C[O:2][C:3]([C:5]1([C:8]2[CH:13]=[CH:12][C:11]([C:14]3[CH:19]=[CH:18][C:17]([C:20]4[N:21]=[N:22][N:23]([CH3:34])[C:24]=4[NH:25][C:26]([O:28][C@H:29]([CH3:33])[CH:30]([CH3:32])[CH3:31])=[O:27])=[CH:16][CH:15]=3)=[CH:10][CH:9]=2)[CH2:7][CH2:6]1)=[O:4].[OH-].[Na+]. The catalyst is C1COCC1.C(O)C. The product is [CH3:33][C@@H:29]([O:28][C:26]([NH:25][C:24]1[N:23]([CH3:34])[N:22]=[N:21][C:20]=1[C:17]1[CH:18]=[CH:19][C:14]([C:11]2[CH:10]=[CH:9][C:8]([C:5]3([C:3]([OH:4])=[O:2])[CH2:7][CH2:6]3)=[CH:13][CH:12]=2)=[CH:15][CH:16]=1)=[O:27])[CH:30]([CH3:31])[CH3:32]. The yield is 0.893. (10) The reactants are [NH2:1][CH:2]([C:7]([OH:9])=[O:8])[C:3]([CH3:6])([CH3:5])[CH3:4].O.C([C@](C(O)=O)(O)[C@](C(=O)C1C=CC=CC=1)(O)C(O)=O)(=O)C1C=CC=CC=1. The catalyst is O. The product is [NH2:1][C@@H:2]([C:7]([OH:9])=[O:8])[C:3]([CH3:6])([CH3:5])[CH3:4]. The yield is 0.920.